This data is from Full USPTO retrosynthesis dataset with 1.9M reactions from patents (1976-2016). The task is: Predict the reactants needed to synthesize the given product. (1) Given the product [OH:23][CH:22]([C:24]1[CH:29]=[CH:28][CH:27]=[CH:26][CH:25]=1)[CH2:21][NH:20][S:16]([C:14]1[S:15][C:11]([C:5]2[CH:4]=[C:3]([CH2:1][CH3:2])[C:8](=[O:9])[NH:7][C:6]=2[CH3:10])=[CH:12][CH:13]=1)(=[O:18])=[O:17], predict the reactants needed to synthesize it. The reactants are: [CH2:1]([C:3]1[C:8](=[O:9])[NH:7][C:6]([CH3:10])=[C:5]([C:11]2[S:15][C:14]([S:16](Cl)(=[O:18])=[O:17])=[CH:13][CH:12]=2)[CH:4]=1)[CH3:2].[NH2:20][CH2:21][CH:22]([C:24]1[CH:29]=[CH:28][CH:27]=[CH:26][CH:25]=1)[OH:23]. (2) Given the product [CH:7]1([CH:13]2[O:6][CH:3]([CH:2]=[CH2:1])[CH2:4][O:5]2)[CH2:12][CH2:11][CH2:10][CH2:9][CH2:8]1, predict the reactants needed to synthesize it. The reactants are: [CH2:1]=[CH:2][CH:3]([OH:6])[CH2:4][OH:5].[CH:7]1([CH:13]=O)[CH2:12][CH2:11][CH2:10][CH2:9][CH2:8]1. (3) The reactants are: [N+]([C:4]1[S:8][C:7]([C:9]#[N:10])=[CH:6][CH:5]=1)([O-])=O.[Cl:11][C:12]1[CH:13]=[C:14]([OH:18])[CH:15]=[CH:16][CH:17]=1.C(=O)([O-])[O-].[K+].[K+].O. Given the product [Cl:11][C:12]1[CH:13]=[C:14]([CH:15]=[CH:16][CH:17]=1)[O:18][C:4]1[S:8][C:7]([C:9]#[N:10])=[CH:6][CH:5]=1, predict the reactants needed to synthesize it. (4) Given the product [C:22]1([S:19]([C:13]2[CH:12]=[C:11]3[C:16]([C:17]([OH:18])=[C:8]([C:6]([NH:28][C@@H:29]([CH3:30])[C:31]([OH:33])=[O:32])=[O:7])[N:9]=[CH:10]3)=[CH:15][CH:14]=2)(=[O:20])=[O:21])[CH:23]=[CH:24][CH:25]=[CH:26][CH:27]=1, predict the reactants needed to synthesize it. The reactants are: C(O[C:6]([C:8]1[N:9]=[CH:10][C:11]2[C:16]([C:17]=1[OH:18])=[CH:15][CH:14]=[C:13]([S:19]([C:22]1[CH:27]=[CH:26][CH:25]=[CH:24][CH:23]=1)(=[O:21])=[O:20])[CH:12]=2)=[O:7])CCC.[NH2:28][C@H:29]([C:31]([OH:33])=[O:32])[CH3:30]. (5) Given the product [CH3:15][C:16]1([CH3:23])[CH2:21][CH2:20][CH:19]([NH:22][C:12]([C:5]2[NH:6][C:7]3[C:3]([CH:4]=2)=[C:2]([F:1])[CH:10]=[C:9]([F:11])[CH:8]=3)=[O:14])[CH2:18][CH2:17]1, predict the reactants needed to synthesize it. The reactants are: [F:1][C:2]1[CH:10]=[C:9]([F:11])[CH:8]=[C:7]2[C:3]=1[CH:4]=[C:5]([C:12]([OH:14])=O)[NH:6]2.[CH3:15][C:16]1([CH3:23])[CH2:21][CH2:20][CH:19]([NH2:22])[CH2:18][CH2:17]1.Cl.CN(C(ON1N=NC2C=CC=NC1=2)=[N+](C)C)C.F[P-](F)(F)(F)(F)F.CCN(C(C)C)C(C)C. (6) Given the product [NH2:22][C:20]1[S:21][C:2]([CH2:10][C:11]2[CH:16]=[CH:15][C:14]([S:17][CH3:18])=[CH:13][CH:12]=2)=[C:3]([C:4]([O:6][CH2:7][CH3:8])=[O:5])[N:19]=1, predict the reactants needed to synthesize it. The reactants are: Br[CH:2]([CH2:10][C:11]1[CH:16]=[CH:15][C:14]([S:17][CH3:18])=[CH:13][CH:12]=1)[C:3](=O)[C:4]([O:6][CH2:7][CH3:8])=[O:5].[NH2:19][C:20]([NH2:22])=[S:21]. (7) Given the product [C:6]([OH:7])(=[O:5])[CH:8]=[CH2:9].[C:6]([OH:7])(=[O:5])[CH:8]=[CH2:9].[C:6]([OH:7])(=[O:5])[CH:8]=[CH2:9].[CH2:4]([C:3]([CH2:16][OH:17])([CH2:10][OH:11])[CH2:2][CH3:1])[OH:5], predict the reactants needed to synthesize it. The reactants are: [CH3:1][CH2:2][C:3]([CH2:16][O:17]C(C=C)=O)([CH2:10][O:11]C(C=C)=O)[CH2:4][O:5][C:6]([CH:8]=[CH2:9])=[O:7].C(S)(=S)C1C=CC=CC=1. (8) Given the product [NH2:29][CH2:30][CH2:31][N:32]1[C:36](=[O:37])/[C:35](=[CH:6]/[C:5]2[CH:8]=[CH:9][C:2]([OH:1])=[CH:3][CH:4]=2)/[S:34][C:33]1=[O:38], predict the reactants needed to synthesize it. The reactants are: [OH:1][C:2]1[CH:9]=[CH:8][C:5]([CH:6]=O)=[CH:4][CH:3]=1.C([NH:29][CH2:30][CH2:31][N:32]1[C:36](=[O:37])[CH2:35][S:34][C:33]1=[O:38])(C1C=CC=CC=1)(C1C=CC=CC=1)C1C=CC=CC=1.N1CCCCC1.NCCN1C(=O)/C(=C/C2C=CC=CC=2)/SC1=O. (9) Given the product [C:1]([C:6]1[CH:7]=[CH:8][C:9]([O:15][CH3:16])=[C:10]([CH:14]=1)[C:11]([NH:22][C:21]1[CH:23]=[C:24]([C:26]([F:27])([F:28])[F:29])[CH:25]=[C:19]([C:18]([F:17])([F:30])[F:31])[CH:20]=1)=[O:13])(=[O:5])[CH:2]([CH3:3])[CH3:4], predict the reactants needed to synthesize it. The reactants are: [C:1]([C:6]1[CH:7]=[CH:8][C:9]([O:15][CH3:16])=[C:10]([CH:14]=1)[C:11]([OH:13])=O)(=[O:5])[CH:2]([CH3:4])[CH3:3].[F:17][C:18]([F:31])([F:30])[C:19]1[CH:20]=[C:21]([CH:23]=[C:24]([C:26]([F:29])([F:28])[F:27])[CH:25]=1)[NH2:22].